This data is from Forward reaction prediction with 1.9M reactions from USPTO patents (1976-2016). The task is: Predict the product of the given reaction. (1) Given the reactants [NH2:1][C:2]1[C:9]([O:10][CH3:11])=[CH:8][C:7](Br)=[CH:6][C:3]=1[C:4]#[N:5].[Br-].[CH3:14][CH:15]([CH3:18])[CH2:16][Zn+].O, predict the reaction product. The product is: [NH2:1][C:2]1[C:9]([O:10][CH3:11])=[CH:8][C:7]([CH2:14][CH:15]([CH3:18])[CH3:16])=[CH:6][C:3]=1[C:4]#[N:5]. (2) The product is: [NH2:7][C:6]1[N:8]=[C:18]([NH2:19])[C:17]2[CH:20]=[C:21]([C:47]3[CH:52]=[CH:51][CH:50]=[CH:49][CH:48]=3)[C:22]([C:24]3[CH:29]=[CH:28][C:27]([CH2:30][N:31]4[CH2:36][CH2:35][CH:34]([N:37]5[C:41]6[CH:42]=[CH:43][CH:44]=[CH:45][C:40]=6[NH:39][C:38]5=[O:46])[CH2:33][CH2:32]4)=[CH:26][CH:25]=3)=[N:23][C:16]=2[N:5]=1. Given the reactants C(=O)(O)O.[NH2:5][C:6]([NH2:8])=[NH:7].CC(C)([O-])C.[K+].Cl[C:16]1[N:23]=[C:22]([C:24]2[CH:29]=[CH:28][C:27]([CH2:30][N:31]3[CH2:36][CH2:35][CH:34]([N:37]4[C:41]5[CH:42]=[CH:43][CH:44]=[CH:45][C:40]=5[NH:39][C:38]4=[O:46])[CH2:33][CH2:32]3)=[CH:26][CH:25]=2)[C:21]([C:47]2[CH:52]=[CH:51][CH:50]=[CH:49][CH:48]=2)=[CH:20][C:17]=1[C:18]#[N:19], predict the reaction product. (3) Given the reactants [Cl:1][C:2]1[CH:10]=[C:9]2[C:5]([C:6]([C:15]([N:17]3[CH2:22][CH2:21][N:20]([C:23]4[CH:28]=[CH:27][CH:26]=[CH:25][C:24]=4[O:29][CH2:30][CH3:31])[CH2:19][CH2:18]3)=[O:16])=[CH:7][N:8]2[CH2:11][C:12](O)=[O:13])=[CH:4][CH:3]=1.[CH3:32][N:33]([CH3:37])[CH2:34][CH2:35][NH2:36], predict the reaction product. The product is: [Cl:1][C:2]1[CH:10]=[C:9]2[C:5]([C:6]([C:15]([N:17]3[CH2:18][CH2:19][N:20]([C:23]4[CH:28]=[CH:27][CH:26]=[CH:25][C:24]=4[O:29][CH2:30][CH3:31])[CH2:21][CH2:22]3)=[O:16])=[CH:7][N:8]2[CH2:11][C:12]([NH:36][CH2:35][CH2:34][N:33]([CH3:37])[CH3:32])=[O:13])=[CH:4][CH:3]=1.